From a dataset of Forward reaction prediction with 1.9M reactions from USPTO patents (1976-2016). Predict the product of the given reaction. (1) Given the reactants [CH3:1][O:2][C:3]1[CH:4]=[C:5]2[C:9](=[CH:10][CH:11]=1)[NH:8][C:7]([C:12](O)=O)=[CH:6]2.[C:15]12([NH2:25])[CH2:24][CH:19]3[CH2:20][CH:21]([CH2:23][CH:17]([CH2:18]3)[CH2:16]1)[CH2:22]2, predict the reaction product. The product is: [C:15]12([NH:25][CH2:12][C:7]3[NH:8][C:9]4[C:5]([CH:6]=3)=[CH:4][C:3]([O:2][CH3:1])=[CH:11][CH:10]=4)[CH2:22][CH:21]3[CH2:20][CH:19]([CH2:18][CH:17]([CH2:23]3)[CH2:16]1)[CH2:24]2. (2) Given the reactants [C:1]([O:5][C:6]([N:8]1[CH:17]([CH2:18][N:19]([CH3:32])[CH:20]([CH2:24][C:25]2[CH:30]=[CH:29][C:28]([Cl:31])=[CH:27][CH:26]=2)[C:21]([O-])=[O:22])[CH2:16][C:15]2[C:10](=[CH:11][CH:12]=[CH:13][CH:14]=2)[CH2:9]1)=[O:7])([CH3:4])([CH3:3])[CH3:2].[Li+].Cl.Cl.[N:36]1([CH2:41][C:42]2[CH:47]=[CH:46][CH:45]=[CH:44][C:43]=2[N:48]2[CH2:53][CH2:52][NH:51][CH2:50][CH2:49]2)[CH2:40][CH2:39][CH2:38][CH2:37]1.C(Cl)CCl.C1C=CC2N(O)N=NC=2C=1.CCN(C(C)C)C(C)C, predict the reaction product. The product is: [C:1]([O:5][C:6]([N:8]1[CH:17]([CH2:18][N:19]([CH:20]([CH2:24][C:25]2[CH:26]=[CH:27][C:28]([Cl:31])=[CH:29][CH:30]=2)[C:21](=[O:22])[N:51]2[CH2:50][CH2:49][N:48]([C:43]3[CH:44]=[CH:45][CH:46]=[CH:47][C:42]=3[CH2:41][N:36]3[CH2:37][CH2:38][CH2:39][CH2:40]3)[CH2:53][CH2:52]2)[CH3:32])[CH2:16][C:15]2[C:10](=[CH:11][CH:12]=[CH:13][CH:14]=2)[CH2:9]1)=[O:7])([CH3:4])([CH3:2])[CH3:3]. (3) Given the reactants Cl.Cl[CH2:3][CH2:4][N:5]1[CH2:10][CH2:9][O:8][CH2:7][CH2:6]1.[CH2:11]([O:25][C:26]1[O:30][C:29]([C:31]([OH:33])=[O:32])=[CH:28][CH:27]=1)[CH2:12][CH2:13][CH2:14][CH2:15][CH2:16][CH2:17][CH2:18][CH2:19][CH2:20][CH2:21][CH2:22][CH2:23][CH3:24].C(=O)([O-])[O-].[Cs+].[Cs+].Cl, predict the reaction product. The product is: [CH2:11]([O:25][C:26]1[O:30][C:29]([C:31]([O:33][CH2:3][CH2:4][N:5]2[CH2:10][CH2:9][O:8][CH2:7][CH2:6]2)=[O:32])=[CH:28][CH:27]=1)[CH2:12][CH2:13][CH2:14][CH2:15][CH2:16][CH2:17][CH2:18][CH2:19][CH2:20][CH2:21][CH2:22][CH2:23][CH3:24]. (4) Given the reactants [CH3:1][O:2][C:3]1[CH:10]=[CH:9][C:6]([CH2:7][OH:8])=[CH:5][CH:4]=1.OO.[OH-].[Na+], predict the reaction product. The product is: [CH3:1][O:2][C:3]1[CH:4]=[CH:5][C:6]([CH:7]=[O:8])=[CH:9][CH:10]=1.